From a dataset of Reaction yield outcomes from USPTO patents with 853,638 reactions. Predict the reaction yield, written as a fraction of the theoretical maximum amount of product (1.0 means a 100% yield; for example, 0.34 means a 34% yield). The reactants are Cl[CH2:2][O:3][CH3:4].[Cl:5][C:6]1[CH:7]=[C:8]([N:16]([C:21]2[C:40]([CH:41]3[CH2:43][CH2:42]3)=[CH:39][C:24]3[C:25]([C:35]([NH:37][CH3:38])=[O:36])=[C:26]([C:28]4[CH:33]=[CH:32][C:31]([F:34])=[CH:30][CH:29]=4)[O:27][C:23]=3[CH:22]=2)[S:17]([CH3:20])(=[O:19])=[O:18])[CH:9]=[CH:10][C:11]=1[C:12]([CH2:14][OH:15])=[CH2:13].CCN(C(C)C)C(C)C. The catalyst is ClCCl. The product is [Cl:5][C:6]1[CH:7]=[C:8]([N:16]([C:21]2[C:40]([CH:41]3[CH2:42][CH2:43]3)=[CH:39][C:24]3[C:25]([C:35]([NH:37][CH3:38])=[O:36])=[C:26]([C:28]4[CH:33]=[CH:32][C:31]([F:34])=[CH:30][CH:29]=4)[O:27][C:23]=3[CH:22]=2)[S:17]([CH3:20])(=[O:19])=[O:18])[CH:9]=[CH:10][C:11]=1[C:12]([CH2:14][O:15][CH2:2][O:3][CH3:4])=[CH2:13]. The yield is 0.850.